From a dataset of Forward reaction prediction with 1.9M reactions from USPTO patents (1976-2016). Predict the product of the given reaction. Given the reactants C([O:3][C:4](=O)[CH2:5][NH:6][CH2:7][C:8]1([NH:14][C:15]2[CH:16]=[C:17]3[C:21](=[CH:22][CH:23]=2)[NH:20][N:19]=[CH:18]3)[CH2:13][CH2:12][CH2:11][CH2:10][CH2:9]1)C, predict the reaction product. The product is: [NH:20]1[C:21]2[C:17](=[CH:16][C:15]([N:14]3[C:8]4([CH2:9][CH2:10][CH2:11][CH2:12][CH2:13]4)[CH2:7][NH:6][CH2:5][C:4]3=[O:3])=[CH:23][CH:22]=2)[CH:18]=[N:19]1.